The task is: Predict the product of the given reaction.. This data is from Forward reaction prediction with 1.9M reactions from USPTO patents (1976-2016). (1) Given the reactants [CH2:1]([N:3]([C@H:27]1[CH2:32][CH2:31][C@H:30]([NH:33][CH2:34][C:35]([F:38])([F:37])[F:36])[CH2:29][CH2:28]1)[C:4]1[C:19]2[CH2:18][CH:17]=[CH:16][CH2:15][CH2:14][C:13]3[CH:20]=[C:21]([CH3:25])[NH:22][C:23](=[O:24])[C:12]=3[CH2:11][NH:10][C:9](=[O:26])[C:8]=2[CH:7]=[CH:6][CH:5]=1)[CH3:2].[BH-](OC(C)=O)(OC(C)=O)O[C:41](C)=O.[Na+].C=O.CC(O)=O, predict the reaction product. The product is: [CH2:1]([N:3]([C@H:27]1[CH2:32][CH2:31][C@H:30]([N:33]([CH3:41])[CH2:34][C:35]([F:37])([F:38])[F:36])[CH2:29][CH2:28]1)[C:4]1[C:19]2[CH2:18][CH:17]=[CH:16][CH2:15][CH2:14][C:13]3[CH:20]=[C:21]([CH3:25])[NH:22][C:23](=[O:24])[C:12]=3[CH2:11][NH:10][C:9](=[O:26])[C:8]=2[CH:7]=[CH:6][CH:5]=1)[CH3:2]. (2) Given the reactants [CH3:1][C:2]([C:4]1[CH:9]=[CH:8][CH:7]=[C:6]([N+:10]([O-:12])=[O:11])[CH:5]=1)=O.O.[NH2:14][NH2:15], predict the reaction product. The product is: [N+:10]([C:6]1[CH:5]=[C:4]([C:2](=[N:14][NH2:15])[CH3:1])[CH:9]=[CH:8][CH:7]=1)([O-:12])=[O:11]. (3) The product is: [F:28][CH:20]1[CH:19]([NH:8][C:37](=[O:38])[O:39][C:40]([CH3:41])([CH3:42])[CH3:43])[CH2:24][CH2:23][N:22]([CH2:25][CH2:26][OH:27])[CH2:21]1. Given the reactants C([N:8]([CH:19]1[CH2:24][CH2:23][N:22]([CH2:25][CH2:26][OH:27])[CH2:21][CH:20]1[F:28])C(=O)OCC1C=CC=CC=1)C1C=CC=CC=1.[C:37](O[C:37]([O:39][C:40]([CH3:43])([CH3:42])[CH3:41])=[O:38])([O:39][C:40]([CH3:43])([CH3:42])[CH3:41])=[O:38].CO, predict the reaction product.